This data is from Forward reaction prediction with 1.9M reactions from USPTO patents (1976-2016). The task is: Predict the product of the given reaction. (1) Given the reactants [OH-].[Na+:2].[CH2:3]([O:10][C:11]1[C:16]([O:17][CH3:18])=[CH:15][C:14]([N:19]2[C:27]3[C:22](=[CH:23][CH:24]=[CH:25][CH:26]=3)[C:21]([C:28]([O:30]C)=[O:29])=[CH:20]2)=[C:13]([C:32]([N:34]2[C@H:43]([CH2:44][N:45]3[CH2:50][CH2:49][N:48]([CH3:51])[CH2:47][CH2:46]3)[CH2:42][C:41]3[C:36](=[CH:37][CH:38]=[CH:39][CH:40]=3)[CH2:35]2)=[O:33])[CH:12]=1)[C:4]1[CH:9]=[CH:8][CH:7]=[CH:6][CH:5]=1, predict the reaction product. The product is: [CH2:3]([O:10][C:11]1[C:16]([O:17][CH3:18])=[CH:15][C:14]([N:19]2[C:27]3[C:22](=[CH:23][CH:24]=[CH:25][CH:26]=3)[C:21]([C:28]([O-:30])=[O:29])=[CH:20]2)=[C:13]([C:32]([N:34]2[C@H:43]([CH2:44][N:45]3[CH2:50][CH2:49][N:48]([CH3:51])[CH2:47][CH2:46]3)[CH2:42][C:41]3[C:36](=[CH:37][CH:38]=[CH:39][CH:40]=3)[CH2:35]2)=[O:33])[CH:12]=1)[C:4]1[CH:5]=[CH:6][CH:7]=[CH:8][CH:9]=1.[Na+:2]. (2) Given the reactants [CH3:1][C:2]1([CH3:19])[C:10]2[C:5](=[CH:6][C:7]([N+:15]([O-:17])=[O:16])=[C:8]([NH:11]C(=O)C)[CH:9]=2)[NH:4][C:3]1=[O:18].[CH3:20][O:21][C:22]1[CH:23]=[C:24]([CH:27]=[CH:28][CH:29]=1)[CH2:25]Cl.C([O-])([O-])=O.[K+].[K+], predict the reaction product. The product is: [NH2:11][C:8]1[CH:9]=[C:10]2[C:5](=[CH:6][C:7]=1[N+:15]([O-:17])=[O:16])[N:4]([CH2:25][C:24]1[CH:27]=[CH:28][CH:29]=[C:22]([O:21][CH3:20])[CH:23]=1)[C:3](=[O:18])[C:2]2([CH3:1])[CH3:19]. (3) Given the reactants [Br:1][C:2]1[CH:3]=[C:4]([NH:13][C:14]2[C:19]([C:20](=[O:22])[NH2:21])=[CH:18][N:17]=[C:16]([NH:23][C@@H:24]3[CH2:29][CH2:28][CH2:27][CH2:26][C@@H:25]3[NH:30]C(=O)OC(C)(C)C)[N:15]=2)[CH:5]=[C:6]([N:8]2[N:12]=[CH:11][CH:10]=[N:9]2)[CH:7]=1.C(O)(C(F)(F)F)=O, predict the reaction product. The product is: [NH2:30][C@H:25]1[CH2:26][CH2:27][CH2:28][CH2:29][C@H:24]1[NH:23][C:16]1[N:15]=[C:14]([NH:13][C:4]2[CH:5]=[C:6]([N:8]3[N:9]=[CH:10][CH:11]=[N:12]3)[CH:7]=[C:2]([Br:1])[CH:3]=2)[C:19]([C:20]([NH2:21])=[O:22])=[CH:18][N:17]=1. (4) Given the reactants [CH3:1][O:2][C:3]1[CH:4]=[C:5]([C:11]2[C@@H:20]3[C@@H:15]([CH2:16][CH:17]=[CH:18][CH2:19]3)[C:14](=[O:21])[N:13]([CH:22]3[CH2:27][CH2:26][NH:25][CH2:24][CH2:23]3)[N:12]=2)[CH:6]=[CH:7][C:8]=1[O:9][CH3:10].Br[CH2:29][CH2:30][S:31]([CH2:34][CH2:35]Br)(=[O:33])=[O:32].C(=O)([O-])[O-].[K+].[K+].O, predict the reaction product. The product is: [CH3:1][O:2][C:3]1[CH:4]=[C:5]([C:11]2[C@@H:20]3[C@@H:15]([CH2:16][CH:17]=[CH:18][CH2:19]3)[C:14](=[O:21])[N:13]([CH:22]3[CH2:27][CH2:26][N:25]([CH2:35][CH2:34][S:31]([CH:30]=[CH2:29])(=[O:33])=[O:32])[CH2:24][CH2:23]3)[N:12]=2)[CH:6]=[CH:7][C:8]=1[O:9][CH3:10].